From a dataset of Catalyst prediction with 721,799 reactions and 888 catalyst types from USPTO. Predict which catalyst facilitates the given reaction. (1) Reactant: [CH3:1][O:2][C:3](=[O:7])[CH2:4][C:5]#[N:6].Br[CH2:9][CH2:10][O:11][CH2:12][CH2:13]Br.C1CCN2C(=NCCC2)CC1.O. Product: [C:5]([C:4]1([C:3]([O:2][CH3:1])=[O:7])[CH2:13][CH2:12][O:11][CH2:10][CH2:9]1)#[N:6]. The catalyst class is: 3. (2) Reactant: COC1C=CC(C[N:8]([C:31]2[S:32][CH:33]=[CH:34][N:35]=2)[S:9]([C:12]2[CH:13]=[CH:14][C:15]3[N:20]([C:21]4[CH:29]=[CH:28][CH:27]=[CH:26][C:22]=4[C:23]([NH2:25])=[O:24])[CH2:19][CH2:18][O:17][C:16]=3[CH:30]=2)(=[O:11])=[O:10])=CC=1.C(O)(C(F)(F)F)=O. Product: [S:32]1[CH:33]=[CH:34][N:35]=[C:31]1[NH:8][S:9]([C:12]1[CH:13]=[CH:14][C:15]2[N:20]([C:21]3[CH:29]=[CH:28][CH:27]=[CH:26][C:22]=3[C:23]([NH2:25])=[O:24])[CH2:19][CH2:18][O:17][C:16]=2[CH:30]=1)(=[O:10])=[O:11]. The catalyst class is: 2. (3) Reactant: FC(F)(F)C(O)=O.[CH2:8]([O:15][C:16]([NH:18][C@@H:19](C(O)=O)[CH2:20][O:21][C@@H:22]([C:36]1[CH:41]=[CH:40][CH:39]=[CH:38][CH:37]=1)[CH2:23][N:24]([C:29]([O:31]C(C)(C)C)=O)[CH2:25][CH:26]1[CH2:28][CH2:27]1)=[O:17])C1C=CC=CC=1.[C:45]1(P(N=[N+]=[N-])([C:45]2[CH:50]=[CH:49][CH:48]=[CH:47][CH:46]=2)=O)[CH:50]=[CH:49][CH:48]=[CH:47][CH:46]=1.CN1CCOCC1. Product: [CH:26]1([CH2:25][N:24]2[C:29](=[O:31])[C@H:19]([NH:18][C:16](=[O:17])[O:15][CH2:8][C:45]3[CH:50]=[CH:49][CH:48]=[CH:47][CH:46]=3)[CH2:20][O:21][C@@H:22]([C:36]3[CH:37]=[CH:38][CH:39]=[CH:40][CH:41]=3)[CH2:23]2)[CH2:28][CH2:27]1. The catalyst class is: 120. (4) Reactant: N(C(OC(C)(C)C)=O)CC(NCC(NCC(O)=O)=O)=O.F[P-](F)(F)(F)(F)F.C[N+](C)=C(N(C)C)ON1C2N=CC=CC=2N=N1.C(N(CC)C(C)C)(C)C.[C:54]([O:73][CH2:74][C@H:75]([CH2:96]OP(OCCN)(O)=O)[O:76][C:77](=[O:95])[CH2:78][CH2:79][CH2:80][CH2:81][CH2:82][CH2:83][CH2:84]/[CH:85]=[CH:86]\[CH2:87][CH2:88][CH2:89][CH2:90][CH2:91][CH2:92][CH2:93][CH3:94])(=[O:72])[CH2:55][CH2:56][CH2:57][CH2:58][CH2:59][CH2:60][CH2:61]/[CH:62]=[CH:63]\[CH2:64][CH2:65][CH2:66][CH2:67][CH2:68][CH2:69][CH2:70][CH3:71].Cl.C(OCC)C. Product: [C:54]([O:73][CH2:74][CH:75]([O:76][C:77](=[O:95])[CH2:78][CH2:79][CH2:80][CH2:81][CH2:82][CH2:83][CH2:84]/[CH:85]=[CH:86]\[CH2:87][CH2:88][CH2:89][CH2:90][CH2:91][CH2:92][CH2:93][CH3:94])[CH3:96])(=[O:72])[CH2:55][CH2:56][CH2:57][CH2:58][CH2:59][CH2:60][CH2:61]/[CH:62]=[CH:63]\[CH2:64][CH2:65][CH2:66][CH2:67][CH2:68][CH2:69][CH2:70][CH3:71]. The catalyst class is: 479.